From a dataset of Full USPTO retrosynthesis dataset with 1.9M reactions from patents (1976-2016). Predict the reactants needed to synthesize the given product. (1) Given the product [ClH:8].[C:2]([NH:6][N:7]=[CH:11][C:10]1[C:13]([F:17])=[CH:14][CH:15]=[CH:16][C:9]=1[Cl:8])([CH3:5])([CH3:4])[CH3:3], predict the reactants needed to synthesize it. The reactants are: Cl.[C:2]([NH:6][NH2:7])([CH3:5])([CH3:4])[CH3:3].[Cl:8][C:9]1[CH:16]=[CH:15][CH:14]=[C:13]([F:17])[C:10]=1[CH:11]=O. (2) Given the product [CH:42]1([NH:51][C:5](=[O:7])[C:4]2[CH:8]=[CH:9][C:10]([C:12]3[CH:17]=[CH:16][N:15]=[CH:14][CH:13]=3)=[CH:11][C:3]=2[O:2][CH3:1])[C:50]2[C:45](=[CH:46][CH:47]=[CH:48][CH:49]=2)[CH2:44][CH2:43]1, predict the reactants needed to synthesize it. The reactants are: [CH3:1][O:2][C:3]1[CH:11]=[C:10]([C:12]2[CH:17]=[CH:16][N:15]=[CH:14][CH:13]=2)[CH:9]=[CH:8][C:4]=1[C:5]([OH:7])=O.CN(C(ON1N=NC2C=CC=NC1=2)=[N+](C)C)C.F[P-](F)(F)(F)(F)F.[CH:42]1([NH2:51])[C:50]2[C:45](=[CH:46][CH:47]=[CH:48][CH:49]=2)[CH2:44][CH2:43]1.